From a dataset of Reaction yield outcomes from USPTO patents with 853,638 reactions. Predict the reaction yield, written as a fraction of the theoretical maximum amount of product (1.0 means a 100% yield; for example, 0.34 means a 34% yield). (1) The reactants are [NH:1]1[C:5]2[CH:6]=[CH:7][C:8]([C:10]([OH:12])=O)=[CH:9][C:4]=2[N:3]=[CH:2]1.C1C=CC2N(O)N=NC=2C=1.CCN=C=NCCCN(C)C.C(N(C(C)C)CC)(C)C.[CH:43]1([NH:49][CH3:50])[CH2:48][CH2:47][CH2:46][CH2:45][CH2:44]1. The catalyst is C1COCC1. The product is [CH:43]1([N:49]([CH3:50])[C:10]([C:8]2[CH:7]=[CH:6][C:5]3[NH:1][CH:2]=[N:3][C:4]=3[CH:9]=2)=[O:12])[CH2:48][CH2:47][CH2:46][CH2:45][CH2:44]1. The yield is 0.490. (2) The reactants are [CH3:1][C:2]1[CH:3]=[CH:4][CH:5]=[C:6]2[C:11]=1[N:10]=[CH:9][CH:8]=[CH:7]2.C1C(=O)N([Br:19])C(=O)C1. The catalyst is C(OOC(=O)C1C=CC=CC=1)(=O)C1C=CC=CC=1.C(Cl)(Cl)(Cl)Cl. The product is [Br:19][CH2:1][C:2]1[CH:3]=[CH:4][CH:5]=[C:6]2[C:11]=1[N:10]=[CH:9][CH:8]=[CH:7]2. The yield is 0.830. (3) The reactants are [CH3:1][C:2]1[N:3]=[C:4]([C:24]2[CH:29]=[CH:28][CH:27]=[CH:26][C:25]=2[O:30]CC2C=CC=CC=2)[N:5]([CH2:16][CH2:17][C:18]2[CH:23]=[CH:22][CH:21]=[CH:20][CH:19]=2)[C:6](=[O:15])[C:7]=1[C:8]1[S:12][C:11]([C:13]#[N:14])=[CH:10][CH:9]=1.Br. No catalyst specified. The product is [OH:30][C:25]1[CH:26]=[CH:27][CH:28]=[CH:29][C:24]=1[C:4]1[N:5]([CH2:16][CH2:17][C:18]2[CH:19]=[CH:20][CH:21]=[CH:22][CH:23]=2)[C:6](=[O:15])[C:7]([C:8]2[S:12][C:11]([C:13]#[N:14])=[CH:10][CH:9]=2)=[C:2]([CH3:1])[N:3]=1. The yield is 0.820. (4) The reactants are C(O[C:6]([N:8](C)[C@@H:9]([CH3:89])[C:10]([NH:12][C@@H:13]1[C:19](=[O:20])[N:18]([CH2:21][C:22]2[C:31]3[C:26](=[CH:27][CH:28]=[CH:29][CH:30]=3)[CH:25]=[CH:24][C:23]=2[CH3:32])[C:17]2[CH:33]=[CH:34][C:35]([C:37]#[N:38])=[CH:36][C:16]=2[N:15]([C:39]([C:41]2[CH:88]=[CH:87][C:44]([C:45]([N:47]3[C:53]4[CH:54]=[C:55]([C:58]#[N:59])[CH:56]=[CH:57][C:52]=4[N:51]([CH2:60][C:61]4[C:70]5[C:65](=[CH:66][CH:67]=[CH:68][CH:69]=5)[CH:64]=[CH:63][C:62]=4[CH3:71])[C:50](=[O:72])[C@@H:49]([NH:73][C:74](=[O:86])[C@@H:75]([N:77](C)[C:78](=O)OC(C)(C)C)[CH3:76])[CH2:48]3)=[O:46])=[CH:43][CH:42]=2)=[O:40])[CH2:14]1)=[O:11])=O)(C)(C)C.[ClH:91]. The catalyst is O1CCOCC1. The product is [ClH:91].[ClH:91].[C:37]([C:35]1[CH:34]=[CH:33][C:17]2[N:18]([CH2:21][C:22]3[C:31]4[C:26](=[CH:27][CH:28]=[CH:29][CH:30]=4)[CH:25]=[CH:24][C:23]=3[CH3:32])[C:19](=[O:20])[C@@H:13]([NH:12][C:10](=[O:11])[C@@H:9]([NH:8][CH3:6])[CH3:89])[CH2:14][N:15]([C:39](=[O:40])[C:41]3[CH:88]=[CH:87][C:44]([C:45]([N:47]4[C:53]5[CH:54]=[C:55]([C:58]#[N:59])[CH:56]=[CH:57][C:52]=5[N:51]([CH2:60][C:61]5[C:70]6[C:65](=[CH:66][CH:67]=[CH:68][CH:69]=6)[CH:64]=[CH:63][C:62]=5[CH3:71])[C:50](=[O:72])[C@@H:49]([NH:73][C:74](=[O:86])[C@@H:75]([NH:77][CH3:78])[CH3:76])[CH2:48]4)=[O:46])=[CH:43][CH:42]=3)[C:16]=2[CH:36]=1)#[N:38]. The yield is 0.787. (5) The reactants are Br[C:2]1[CH:7]=[CH:6][C:5]([S:8]([N:11]([C:13]([CH3:16])([CH3:15])[CH3:14])[CH3:12])(=[O:10])=[O:9])=[CH:4][CH:3]=1.[CH3:17][O:18][C:19](=[O:35])[C:20]1[CH:25]=[CH:24][C:23](B2OC(C)(C)C(C)(C)O2)=[CH:22][CH:21]=1.C1(P(C2CCCCC2)C2CCCCC2)CCCCC1.[F-].[Cs+]. The catalyst is CC([O-])=O.CC([O-])=O.[Pd+2]. The product is [CH3:17][O:18][C:19]([C:20]1[CH:25]=[CH:24][C:23]([C:2]2[CH:7]=[CH:6][C:5]([S:8](=[O:10])(=[O:9])[N:11]([C:13]([CH3:16])([CH3:15])[CH3:14])[CH3:12])=[CH:4][CH:3]=2)=[CH:22][CH:21]=1)=[O:35]. The yield is 0.650. (6) The reactants are [Cl:1][C:2]1[N:6]([CH2:7][C:8](OC(C)C)=[O:9])[C:5]2[C:14]([CH:19]([CH2:22][CH3:23])[CH2:20][CH3:21])=[CH:15][CH:16]=[C:17]([Cl:18])[C:4]=2[N:3]=1.[BH4-].[Li+]. The catalyst is O1CCCC1. The product is [Cl:1][C:2]1[N:6]([CH2:7][CH2:8][OH:9])[C:5]2[C:14]([CH:19]([CH2:22][CH3:23])[CH2:20][CH3:21])=[CH:15][CH:16]=[C:17]([Cl:18])[C:4]=2[N:3]=1. The yield is 0.510. (7) The reactants are [N+](C1C=CC(O[C:11](=[O:38])[O:12][CH2:13][C:14]2[N:15](CC3C=CN=CC=3)[C:16]([S:22][C:23]3[CH:28]=[C:27]([Cl:29])[CH:26]=[C:25]([Cl:30])[CH:24]=3)=[C:17]([CH:19]([CH3:21])[CH3:20])[N:18]=2)=CC=1)([O-])=O.[CH2:39]([O:41][P:42]([CH2:47][CH2:48][NH2:49])(=[O:46])[O:43][CH2:44][CH3:45])[CH3:40].C([N:53]([CH:56]([CH3:58])C)[CH2:54][CH3:55])(C)C.[CH3:59][C:60]#N. No catalyst specified. The product is [CH2:44]([O:43][P:42]([CH2:47][CH2:48][NH:49][C:11]([O:12][CH:13]([C:14]1[NH:15][C:16]([S:22][C:23]2[CH:24]=[C:25]([Cl:30])[CH:26]=[C:27]([Cl:29])[CH:28]=2)=[C:17]([CH:19]([CH3:20])[CH3:21])[N:18]=1)[CH2:59][C:60]1[CH:55]=[CH:54][N:53]=[CH:56][CH:58]=1)=[O:38])(=[O:46])[O:41][CH2:39][CH3:40])[CH3:45]. The yield is 0.900.